Binary Classification. Given a drug SMILES string, predict its activity (active/inactive) in a high-throughput screening assay against a specified biological target. From a dataset of Serine/threonine kinase 33 screen with 319,792 compounds. (1) The compound is O=C(NCc1ccc(cc1)C)c1nccnc1C(O)=O. The result is 0 (inactive). (2) The molecule is [O-][N+](=O)c1cc(ccc1)/C=N\Nc1nc(cc(n1)C)C. The result is 0 (inactive). (3) The molecule is O(c1ccc(c2nc(N3CCN(CC3)C)nc(c2)C#N)cc1)C. The result is 0 (inactive).